Regression. Given two drug SMILES strings and cell line genomic features, predict the synergy score measuring deviation from expected non-interaction effect. From a dataset of Merck oncology drug combination screen with 23,052 pairs across 39 cell lines. (1) Drug 1: COC12C(COC(N)=O)C3=C(C(=O)C(C)=C(N)C3=O)N1CC1NC12. Drug 2: Cn1nnc2c(C(N)=O)ncn2c1=O. Cell line: RKO. Synergy scores: synergy=-1.73. (2) Drug 2: COc1cccc2c1C(=O)c1c(O)c3c(c(O)c1C2=O)CC(O)(C(=O)CO)CC3OC1CC(N)C(O)C(C)O1. Cell line: A2780. Drug 1: O=S1(=O)NC2(CN1CC(F)(F)F)C1CCC2Cc2cc(C=CCN3CCC(C(F)(F)F)CC3)ccc2C1. Synergy scores: synergy=5.74. (3) Drug 1: CCC1=CC2CN(C1)Cc1c([nH]c3ccccc13)C(C(=O)OC)(c1cc3c(cc1OC)N(C)C1C(O)(C(=O)OC)C(OC(C)=O)C4(CC)C=CCN5CCC31C54)C2. Drug 2: Cn1c(=O)n(-c2ccc(C(C)(C)C#N)cc2)c2c3cc(-c4cnc5ccccc5c4)ccc3ncc21. Cell line: DLD1. Synergy scores: synergy=21.0. (4) Drug 1: N#Cc1ccc(Cn2cncc2CN2CCN(c3cccc(Cl)c3)C(=O)C2)cc1. Drug 2: NC1CCCCC1N.O=C(O)C(=O)O.[Pt+2]. Cell line: COLO320DM. Synergy scores: synergy=5.58. (5) Cell line: SW837. Drug 1: O=C(O)C1(Cc2cccc(Nc3nccs3)n2)CCC(Oc2cccc(Cl)c2F)CC1. Synergy scores: synergy=25.8. Drug 2: C#Cc1cccc(Nc2ncnc3cc(OCCOC)c(OCCOC)cc23)c1. (6) Drug 2: Cn1cc(-c2cnn3c(N)c(Br)c(C4CCCNC4)nc23)cn1. Drug 1: COC12C(COC(N)=O)C3=C(C(=O)C(C)=C(N)C3=O)N1CC1NC12. Cell line: OCUBM. Synergy scores: synergy=41.3. (7) Drug 1: N#Cc1ccc(Cn2cncc2CN2CCN(c3cccc(Cl)c3)C(=O)C2)cc1. Drug 2: CCN(CC)CCNC(=O)c1c(C)[nH]c(C=C2C(=O)Nc3ccc(F)cc32)c1C. Cell line: T47D. Synergy scores: synergy=8.74. (8) Drug 1: CN1C(=O)C=CC2(C)C3CCC4(C)C(NC(=O)OCC(F)(F)F)CCC4C3CCC12. Drug 2: CCC1(O)C(=O)OCc2c1cc1n(c2=O)Cc2cc3c(CN(C)C)c(O)ccc3nc2-1. Cell line: VCAP. Synergy scores: synergy=54.9. (9) Drug 2: Cn1cc(-c2cnn3c(N)c(Br)c(C4CCCNC4)nc23)cn1. Drug 1: N#Cc1ccc(Cn2cncc2CN2CCN(c3cccc(Cl)c3)C(=O)C2)cc1. Cell line: CAOV3. Synergy scores: synergy=21.7. (10) Drug 1: CC(=O)OC1C(=O)C2(C)C(O)CC3OCC3(OC(C)=O)C2C(OC(=O)c2ccccc2)C2(O)CC(OC(=O)C(O)C(NC(=O)c3ccccc3)c3ccccc3)C(C)=C1C2(C)C. Drug 2: O=C(O)C1(Cc2cccc(Nc3nccs3)n2)CCC(Oc2cccc(Cl)c2F)CC1. Cell line: ZR751. Synergy scores: synergy=1.59.